Task: Predict the reaction yield, written as a fraction of the theoretical maximum amount of product (1.0 means a 100% yield; for example, 0.34 means a 34% yield).. Dataset: Reaction yield outcomes from USPTO patents with 853,638 reactions (1) The reactants are [O:1]1[CH2:6][CH2:5][CH:4]([C:7]([OH:9])=[O:8])[CH2:3][CH2:2]1.O=S(Cl)Cl.[CH2:14](O)[C:15]1[CH:20]=[CH:19][CH:18]=[CH:17][CH:16]=1. The catalyst is O1CCCC1. The product is [O:1]1[CH2:6][CH2:5][CH:4]([C:7]([O:9][CH2:14][C:15]2[CH:20]=[CH:19][CH:18]=[CH:17][CH:16]=2)=[O:8])[CH2:3][CH2:2]1. The yield is 0.700. (2) The reactants are [CH2:1]([O:8][N:9]1[C:15](=[O:16])[N:14]2[CH2:17][C@H:10]1[CH2:11][CH2:12][C@H:13]2[C:18]([O:20]N1C(=O)[C@H]2[C@H]([C@@H]3C[C@H]2C=C3)C1=O)=O)[C:2]1[CH:7]=[CH:6][CH:5]=[CH:4][CH:3]=1.[NH2:33][O:34][CH2:35][CH:36]1[CH2:39][N:38]([C:40]([O:42][C:43]([CH3:46])([CH3:45])[CH3:44])=[O:41])[CH2:37]1. The catalyst is ClCCl.C(OCC)(=O)C. The product is [CH2:1]([O:8][N:9]1[C:15](=[O:16])[N:14]2[CH2:17][C@H:10]1[CH2:11][CH2:12][C@H:13]2[C:18]([NH:33][O:34][CH2:35][CH:36]1[CH2:39][N:38]([C:40]([O:42][C:43]([CH3:46])([CH3:45])[CH3:44])=[O:41])[CH2:37]1)=[O:20])[C:2]1[CH:3]=[CH:4][CH:5]=[CH:6][CH:7]=1. The yield is 0.900. (3) The reactants are N[C:2]1[C:3](C)=[C:4]([CH:9]=[C:10](Br)[CH:11]=1)[C:5]([O:7][CH3:8])=[O:6].C1(=O)CCCC1.C(O)(=O)C.C([BH3-])#N.[Na+]. The catalyst is CO. The product is [CH3:8][O:7][C:5](=[O:6])[C:4]1[CH:9]=[CH:10][CH:11]=[CH:2][CH:3]=1. The yield is 0.782. (4) The reactants are [I:1][C:2]1[C:10]2[C:5](=[N:6][CH:7]=[C:8]([C:11]3[CH:12]=[C:13]([CH:17]=[CH:18][CH:19]=3)[C:14]([OH:16])=O)[CH:9]=2)[N:4]([CH2:20][O:21][CH2:22][CH2:23][Si:24]([CH3:27])([CH3:26])[CH3:25])[N:3]=1.[CH3:28][N:29]([CH3:38])[CH2:30][CH2:31][N:32]1[CH2:37][CH2:36][NH:35][CH2:34][CH2:33]1.F[P-](F)(F)(F)(F)F.N1(OC(N(C)C)=[N+](C)C)C2N=CC=CC=2N=N1.C(N(CC)CC)C. The catalyst is CN(C=O)C.O. The product is [CH3:28][N:29]([CH3:38])[CH2:30][CH2:31][N:32]1[CH2:37][CH2:36][N:35]([C:14]([C:13]2[CH:17]=[CH:18][CH:19]=[C:11]([C:8]3[CH:9]=[C:10]4[C:2]([I:1])=[N:3][N:4]([CH2:20][O:21][CH2:22][CH2:23][Si:24]([CH3:27])([CH3:25])[CH3:26])[C:5]4=[N:6][CH:7]=3)[CH:12]=2)=[O:16])[CH2:34][CH2:33]1. The yield is 0.430. (5) The reactants are [F:1][C:2]([F:56])([F:55])[C:3]1[CH:4]=[C:5]([CH:48]=[C:49]([C:51]([F:54])([F:53])[F:52])[CH:50]=1)[C:6]([N:8]1[CH2:12][C@@:11]([CH2:20][CH2:21][N:22]2[CH2:27][CH2:26][C:25]3([C:35]4[C:30](=[CH:31][CH:32]=[CH:33][CH:34]=4)[CH2:29][C@@H:28]3[O:36][CH2:37][C:38]([N:40]([CH3:47])[CH2:41][CH2:42][CH2:43][C:44](O)=[O:45])=[O:39])[CH2:24][CH2:23]2)([C:13]2[CH:18]=[CH:17][C:16]([F:19])=[CH:15][CH:14]=2)[O:10][CH2:9]1)=[O:7].[C:57]1([NH2:64])[CH:62]=[CH:61][C:60]([NH2:63])=[CH:59][CH:58]=1.Cl.C(N=C=NCCCN(C)C)C.C(N(CC)CC)C.C(=O)([O-])O.[Na+]. The catalyst is ClCCl.C(#N)C. The product is [NH2:63][C:60]1[CH:61]=[CH:62][C:57]([NH:64][C:44](=[O:45])[CH2:43][CH2:42][CH2:41][N:40]([C:38](=[O:39])[CH2:37][O:36][C@@H:28]2[C:25]3([CH2:24][CH2:23][N:22]([CH2:21][CH2:20][C@:11]4([C:13]5[CH:14]=[CH:15][C:16]([F:19])=[CH:17][CH:18]=5)[O:10][CH2:9][N:8]([C:6](=[O:7])[C:5]5[CH:48]=[C:49]([C:51]([F:53])([F:54])[F:52])[CH:50]=[C:3]([C:2]([F:1])([F:55])[F:56])[CH:4]=5)[CH2:12]4)[CH2:27][CH2:26]3)[C:35]3[C:30](=[CH:31][CH:32]=[CH:33][CH:34]=3)[CH2:29]2)[CH3:47])=[CH:58][CH:59]=1. The yield is 0.780.